From a dataset of Full USPTO retrosynthesis dataset with 1.9M reactions from patents (1976-2016). Predict the reactants needed to synthesize the given product. (1) Given the product [F:22][C:18]1[CH:19]=[CH:20][CH:21]=[C:16]([CH:1]=[CH2:2])[N:17]=1, predict the reactants needed to synthesize it. The reactants are: [CH:1]([B-](F)(F)F)=[CH2:2].[K+].C(N(CC)CC)C.Br[C:16]1[CH:21]=[CH:20][CH:19]=[C:18]([F:22])[N:17]=1.C(=O)([O-])O.[Na+]. (2) Given the product [ClH:1].[ClH:1].[F:2][C:3]1[CH:4]=[C:5]([NH:29][C:30](=[O:42])[CH2:31][C:32]([NH:34][C:35]2[CH:36]=[CH:37][C:38]([F:41])=[CH:39][CH:40]=2)=[O:33])[CH:6]=[CH:7][C:8]=1[O:9][C:10]1[C:15]2=[C:16]([CH3:28])[C:17]([O:19][CH2:20][CH2:21][N:22]3[CH2:23][CH2:24][N:52]([CH3:51])[CH2:26][CH2:27]3)=[CH:18][N:14]2[N:13]=[CH:12][N:11]=1, predict the reactants needed to synthesize it. The reactants are: [ClH:1].[F:2][C:3]1[CH:4]=[C:5]([NH:29][C:30](=[O:42])[CH2:31][C:32]([NH:34][C:35]2[CH:40]=[CH:39][C:38]([F:41])=[CH:37][CH:36]=2)=[O:33])[CH:6]=[CH:7][C:8]=1[O:9][C:10]1[C:15]2=[C:16]([CH3:28])[C:17]([O:19][CH2:20][CH2:21][N:22]3[CH2:27][CH2:26]O[CH2:24][CH2:23]3)=[CH:18][N:14]2[N:13]=[CH:12][N:11]=1.FC1C=C(N)C=CC=1O[C:51]1C2=C(C)C(OCCN3CCN(C)CC3)=CN2N=C[N:52]=1. (3) Given the product [Br:1][C:2]1[CH:17]=[CH:16][C:5]2[O:6][CH2:7][CH2:8][C:9]([C:12]([O:14][CH3:15])=[O:13])=[C:10]([O:11][S:20]([C:23]([F:26])([F:25])[F:24])(=[O:22])=[O:21])[C:4]=2[CH:3]=1, predict the reactants needed to synthesize it. The reactants are: [Br:1][C:2]1[CH:17]=[CH:16][C:5]2[O:6][CH2:7][CH2:8][CH:9]([C:12]([O:14][CH3:15])=[O:13])[C:10](=[O:11])[C:4]=2[CH:3]=1.[H-].[Na+].[S:20](O[S:20]([C:23]([F:26])([F:25])[F:24])(=[O:22])=[O:21])([C:23]([F:26])([F:25])[F:24])(=[O:22])=[O:21]. (4) Given the product [OH:11][CH2:10][CH2:9][NH:8][C:2]1[CH2:6][S:5][C:4](=[O:7])[N:3]=1, predict the reactants needed to synthesize it. The reactants are: S=[C:2]1[CH2:6][S:5][C:4](=[O:7])[NH:3]1.[NH2:8][CH2:9][CH2:10][OH:11]. (5) Given the product [CH3:29][O:28][C:4]1[CH:5]=[C:6]([CH2:9][CH2:10][N:11]2[CH2:16][CH2:15][NH:14][CH2:13][CH:12]2[C:24]([F:26])([F:27])[F:25])[CH:7]=[CH:8][C:3]=1[C:1]#[N:2], predict the reactants needed to synthesize it. The reactants are: [C:1]([C:3]1[CH:8]=[CH:7][C:6]([CH2:9][CH2:10][N:11]2[CH2:16][CH2:15][N:14](C(OC(C)(C)C)=O)[CH2:13][CH:12]2[C:24]([F:27])([F:26])[F:25])=[CH:5][C:4]=1[O:28][CH3:29])#[N:2].FC(F)(F)C(O)=O. (6) Given the product [C:10]([N:17]1[CH2:18][CH2:4][CH2:3][CH2:2][CH2:1]1)([O:12][C:13]([CH3:16])([CH3:15])[CH3:14])=[O:11], predict the reactants needed to synthesize it. The reactants are: [C:1]([O-])(=O)[CH2:2][CH2:3][CH3:4].[Na+].[H-].[Na+].[C:10]([N:17](CCCl)[CH2:18]CCl)([O:12][C:13]([CH3:16])([CH3:15])[CH3:14])=[O:11].O. (7) Given the product [CH3:1][O:2][C:3]1[CH:4]=[CH:5][C:6]2[N:11]=[CH:10][C:9](=[O:12])[NH:8][C:7]=2[N:13]=1, predict the reactants needed to synthesize it. The reactants are: [CH3:1][O:2][C:3]1[CH:4]=[CH:5][C:6]2[NH:11][CH2:10][C:9](=[O:12])[NH:8][C:7]=2[N:13]=1. (8) Given the product [Cl:34][C:10]1[C:9]([C:27]#[N:28])=[CH:8][N:7]=[CH:12][C:11]=1[C:13]1[CH:18]=[CH:17][C:16]([O:19][CH3:20])=[C:15]([O:21][CH2:22][CH2:23][O:24][CH3:25])[CH:14]=1, predict the reactants needed to synthesize it. The reactants are: COC1C=C(C=CC=1OC)C[N:7]1[CH:12]=[C:11]([C:13]2[CH:18]=[CH:17][C:16]([O:19][CH3:20])=[C:15]([O:21][CH2:22][CH2:23][O:24][CH3:25])[CH:14]=2)[C:10](=O)[C:9]([C:27]#[N:28])=[CH:8]1.[Cl-:34].[Li+]. (9) Given the product [Cl:1][C:2]1[CH:7]=[CH:6][CH:5]=[CH:4][C:3]=1[CH2:8][CH2:9][N:10]1[C:19](=[O:20])[C:18]2[CH2:17][CH2:16][CH2:15][CH2:14][C:13]=2[N:12]=[C:11]1[C:21]1[CH:26]=[CH:25][CH:24]=[CH:23][C:22]=1[OH:27], predict the reactants needed to synthesize it. The reactants are: [Cl:1][C:2]1[CH:7]=[CH:6][CH:5]=[CH:4][C:3]=1[CH2:8][CH2:9][N:10]1[C:19](=[O:20])[C:18]2[CH2:17][CH2:16][CH2:15][CH2:14][C:13]=2[N:12]=[C:11]1[C:21]1[CH:26]=[CH:25][CH:24]=[CH:23][C:22]=1[O:27]C.B(Br)(Br)Br. (10) The reactants are: [Cl:1][C:2]1[CH:3]=[CH:4][C:5]([O:10][CH3:11])=[C:6]([CH:9]=1)[CH:7]=O.[C:12]([O:15][CH2:16][CH2:17][C:18]#[N:19])(=O)[CH3:13].C([OH:23])(C)C. Given the product [Cl:1][C:2]1[CH:3]=[CH:4][C:5]([O:10][CH3:11])=[C:6]([CH:7]=[C:17]([C:18]#[N:19])[C:16]([O:15][CH2:12][CH3:13])=[O:23])[CH:9]=1, predict the reactants needed to synthesize it.